Dataset: Forward reaction prediction with 1.9M reactions from USPTO patents (1976-2016). Task: Predict the product of the given reaction. (1) Given the reactants C[Si]([N-][Si](C)(C)C)(C)C.[K+].[C:11]1([S:17]([CH2:20][C:21]2[C:26]([C:27]([O:29][CH3:30])=[O:28])=[C:25]([OH:31])[C:24]([C:32]3[CH:36]=[CH:35][O:34][C:33]=3[CH:37]=O)=[CH:23][CH:22]=2)(=[O:19])=[O:18])[CH:16]=[CH:15][CH:14]=[CH:13][CH:12]=1.[C:39](OCC)(=O)C.[Cl-].[NH4+], predict the reaction product. The product is: [C:11]1([S:17]([CH2:20][C:21]2[C:26]([C:27]([O:29][CH3:30])=[O:28])=[C:25]([OH:31])[C:24]([C:32]3[CH:36]=[CH:35][O:34][C:33]=3[CH:37]=[CH2:39])=[CH:23][CH:22]=2)(=[O:19])=[O:18])[CH:12]=[CH:13][CH:14]=[CH:15][CH:16]=1. (2) Given the reactants [NH2:1][C@@H:2]([CH3:22])[CH:3]([OH:21])[CH2:4][NH:5][C:6](=[O:20])[CH2:7][C:8]1[CH:13]=[CH:12][CH:11]=[C:10]([C:14]2[CH:19]=[CH:18][CH:17]=[CH:16][N:15]=2)[CH:9]=1.[S:23]1[C:27]2[CH:28]=[C:29]([C:32]([OH:34])=O)[CH:30]=[CH:31][C:26]=2[N:25]=[CH:24]1.C(OC([NH:42][C@H:43]([C:48](O)=[O:49])[CH2:44][CH:45]([CH3:47])[CH3:46])=O)(C)(C)C, predict the reaction product. The product is: [S:23]1[C:27]2[CH:28]=[C:29]([C:32]([NH:42][C@H:43]([C:48]([NH:1][C@@H:2]([CH3:22])[CH:3]([OH:21])[CH2:4][NH:5][C:6](=[O:20])[CH2:7][C:8]3[CH:13]=[CH:12][CH:11]=[C:10]([C:14]4[CH:19]=[CH:18][CH:17]=[CH:16][N:15]=4)[CH:9]=3)=[O:49])[CH2:44][CH:45]([CH3:47])[CH3:46])=[O:34])[CH:30]=[CH:31][C:26]=2[N:25]=[CH:24]1. (3) Given the reactants CO.[Li+].[BH4-].[Br:5][CH2:6][CH2:7][CH2:8][C:9]([CH3:21])([C:15]1[CH:20]=[CH:19][CH:18]=[CH:17][CH:16]=1)[C:10](OCC)=[O:11].[NH4+].[Cl-], predict the reaction product. The product is: [Br:5][CH2:6][CH2:7][CH2:8][C:9]([CH3:21])([C:15]1[CH:20]=[CH:19][CH:18]=[CH:17][CH:16]=1)[CH2:10][OH:11].